Task: Predict which catalyst facilitates the given reaction.. Dataset: Catalyst prediction with 721,799 reactions and 888 catalyst types from USPTO Reactant: [N:1]1[CH:6]=[CH:5][CH:4]=[CH:3][C:2]=1[C:7]([NH:9][C:10]1[C:11]([C:21]([OH:23])=O)=[N:12][N:13]([CH:15]2[CH2:20][CH2:19][CH2:18][CH2:17][O:16]2)[CH:14]=1)=[O:8].[OH:24][CH:25]([CH2:28][C:29]1[CH:34]=[CH:33][CH:32]=[CH:31][CH:30]=1)[CH2:26][NH2:27].CCN=C=NCCCN(C)C.C1C=CC2N(O)N=NC=2C=1.C(=O)([O-])O.[Na+]. Product: [OH:24][CH:25]([CH2:28][C:29]1[CH:34]=[CH:33][CH:32]=[CH:31][CH:30]=1)[CH2:26][NH:27][C:21]([C:11]1[C:10]([NH:9][C:7]([C:2]2[CH:3]=[CH:4][CH:5]=[CH:6][N:1]=2)=[O:8])=[CH:14][N:13]([CH:15]2[CH2:20][CH2:19][CH2:18][CH2:17][O:16]2)[N:12]=1)=[O:23]. The catalyst class is: 3.